From a dataset of Catalyst prediction with 721,799 reactions and 888 catalyst types from USPTO. Predict which catalyst facilitates the given reaction. (1) Reactant: [CH:1]1([NH:4][C:5]2[CH:10]=[C:9]([F:11])[C:8]([F:12])=[CH:7][C:6]=2[N+:13]([O-])=O)[CH2:3][CH2:2]1. Product: [CH:1]1([NH:4][C:5]2[C:6]([NH2:13])=[CH:7][C:8]([F:12])=[C:9]([F:11])[CH:10]=2)[CH2:3][CH2:2]1. The catalyst class is: 43. (2) Reactant: Cl[C:2]1[N:3]=[C:4]([N:22]2[CH2:27][CH2:26][O:25][CH2:24][CH2:23]2)[C:5]2[N:10]=[N:9][N:8]([CH2:11][C:12]3[CH:21]=[CH:20][C:15]([C:16]([O:18][CH3:19])=[O:17])=[CH:14][CH:13]=3)[C:6]=2[N:7]=1.[OH:28][C:29]1[CH:30]=[C:31](B(O)O)[CH:32]=[CH:33][CH:34]=1.C([O-])([O-])=O.[Na+].[Na+]. Product: [OH:28][C:29]1[CH:34]=[C:33]([C:2]2[N:3]=[C:4]([N:22]3[CH2:27][CH2:26][O:25][CH2:24][CH2:23]3)[C:5]3[N:10]=[N:9][N:8]([CH2:11][C:12]4[CH:21]=[CH:20][C:15]([C:16]([O:18][CH3:19])=[O:17])=[CH:14][CH:13]=4)[C:6]=3[N:7]=2)[CH:32]=[CH:31][CH:30]=1. The catalyst class is: 276. (3) Reactant: [Cl:1][C:2]1[CH:15]=[C:14]([F:16])[C:13]([NH:17][C:18]([O:20][CH3:21])=[O:19])=[CH:12][C:3]=1[O:4][C:5]1[CH:10]=[CH:9][CH:8]=[CH:7][C:6]=1[OH:11].C(=O)([O-])[O-].[K+].[K+].Br[CH2:29][C:30]([O:32][CH3:33])=[O:31].O. Product: [Cl:1][C:2]1[CH:15]=[C:14]([F:16])[C:13]([NH:17][C:18]([O:20][CH3:21])=[O:19])=[CH:12][C:3]=1[O:4][C:5]1[CH:10]=[CH:9][CH:8]=[CH:7][C:6]=1[O:11][CH2:29][C:30]([O:32][CH3:33])=[O:31]. The catalyst class is: 9. (4) Reactant: [OH-].[Na+].[CH3:3][C:4]1([CH3:36])[CH2:34][C:8]2[C:9]([C:18]3[CH:23]=[CH:22][N:21]=[C:20]([C:24]4[CH:29]=[CH:28][N:27]=[C:26]([C:30]([O:32]C)=[O:31])[CH:25]=4)[CH:19]=3)=[C:10]([N:12]3[CH2:17][CH2:16][O:15][CH2:14][CH2:13]3)[S:11][C:7]=2[C:6](=[O:35])[CH2:5]1.Cl. Product: [CH3:3][C:4]1([CH3:36])[CH2:34][C:8]2[C:9]([C:18]3[CH:23]=[CH:22][N:21]=[C:20]([C:24]4[CH:29]=[CH:28][N:27]=[C:26]([C:30]([OH:32])=[O:31])[CH:25]=4)[CH:19]=3)=[C:10]([N:12]3[CH2:17][CH2:16][O:15][CH2:14][CH2:13]3)[S:11][C:7]=2[C:6](=[O:35])[CH2:5]1. The catalyst class is: 88. (5) Reactant: Cl.O1CCOCC1.C([O:12][C:13](=[O:51])[CH2:14][CH2:15][N:16](C(OC(C)(C)C)=O)[CH2:17][C:18]([N:20]1[C:28]2[C:23](=[CH:24][C:25]([O:29][CH2:30][C:31]3[CH:36]=[CH:35][C:34]([C:37]4[CH:42]=[CH:41][CH:40]=[CH:39][CH:38]=4)=[C:33]([Cl:43])[CH:32]=3)=[CH:26][CH:27]=2)[CH2:22][CH2:21]1)=[O:19])(C)(C)C. Product: [ClH:43].[Cl:43][C:33]1[CH:32]=[C:31]([CH2:30][O:29][C:25]2[CH:24]=[C:23]3[C:28](=[CH:27][CH:26]=2)[N:20]([C:18](=[O:19])[CH2:17][NH:16][CH2:15][CH2:14][C:13]([OH:51])=[O:12])[CH2:21][CH2:22]3)[CH:36]=[CH:35][C:34]=1[C:37]1[CH:38]=[CH:39][CH:40]=[CH:41][CH:42]=1. The catalyst class is: 27. (6) Reactant: FC1C=CC(COC2C(=O)N([CH:16]3[CH2:39][C:21]4[N:22]([S:29]([C:32]5[CH:38]=[CH:37][C:35]([CH3:36])=[CH:34][CH:33]=5)(=[O:31])=[O:30])[C:23]5[CH:24]=[CH:25][CH:26]=[CH:27][C:28]=5[C:20]=4[CH2:19][CH2:18][N:17]3[C:40]([O-:42])=[O:41])C=CC=2)=NC=1.[F:44][C:45]1[CH:46]=[CH:47][C:48]([CH2:51][O:52][C:53]2[CH:58]=[CH:57][NH:56][C:55](=[O:59])[CH:54]=2)=[N:49][CH:50]=1.C([O-])([O-])=O.[Cs+].[Cs+].OC1C=C[CH:70]=[C:71]2[C:76]=1N=CC=[CH:72]2. Product: [C:71]([O:42][C:40]([N:17]1[CH2:18][CH2:19][C:20]2[C:28]3[CH:27]=[CH:26][C:25]([N:56]4[CH:57]=[CH:58][C:53]([O:52][CH2:51][C:48]5[CH:47]=[CH:46][C:45]([F:44])=[CH:50][N:49]=5)=[CH:54][C:55]4=[O:59])=[CH:24][C:23]=3[N:22]([S:29]([C:32]3[CH:33]=[CH:34][C:35]([CH3:36])=[CH:37][CH:38]=3)(=[O:30])=[O:31])[C:21]=2[CH2:39][CH2:16]1)=[O:41])([CH3:76])([CH3:72])[CH3:70]. The catalyst class is: 846. (7) Reactant: [NH2:1][C:2]1[C:3]2[C:10]([C:11]3[CH:16]=[CH:15][C:14]([O:17][C:18]4[CH:23]=[CH:22][CH:21]=[CH:20][CH:19]=4)=[CH:13][CH:12]=3)=[CH:9][N:8]([C:24]3[CH:25]=[C:26]([CH:29]=[CH:30][CH:31]=3)[CH:27]=O)[C:4]=2[N:5]=[CH:6][N:7]=1.[C:32]([CH2:34][C:35]([NH:37][C:38]([CH3:42])([CH3:41])[CH2:39][OH:40])=[O:36])#[N:33].C([O-])(=O)C.[NH2+]1CCCCC1. Product: [NH2:1][C:2]1[C:3]2[C:10]([C:11]3[CH:12]=[CH:13][C:14]([O:17][C:18]4[CH:23]=[CH:22][CH:21]=[CH:20][CH:19]=4)=[CH:15][CH:16]=3)=[CH:9][N:8]([C:24]3[CH:25]=[C:26](/[CH:27]=[C:34](\[C:32]#[N:33])/[C:35]([NH:37][C:38]([CH3:42])([CH3:41])[CH2:39][OH:40])=[O:36])[CH:29]=[CH:30][CH:31]=3)[C:4]=2[N:5]=[CH:6][N:7]=1. The catalyst class is: 41.